This data is from Reaction yield outcomes from USPTO patents with 853,638 reactions. The task is: Predict the reaction yield, written as a fraction of the theoretical maximum amount of product (1.0 means a 100% yield; for example, 0.34 means a 34% yield). (1) The reactants are [CH3:1][O:2][C:3]([C:5]1[CH:13]=[C:12]2[C:8]([C:9]([CH2:14][NH:15][C:16]3[CH:21]=[CH:20][C:19]([N:22]4[CH2:27][CH2:26][O:25][CH2:24][CH2:23]4)=[CH:18][CH:17]=3)=[CH:10][NH:11]2)=[CH:7][CH:6]=1)=[O:4].C1COCC1.[O:33](C(OC(C)(C)C)=O)[C:34]([O:36][C:37]([CH3:40])([CH3:39])[CH3:38])=O. No catalyst specified. The product is [CH3:1][O:2][C:3]([C:5]1[CH:13]=[C:12]2[C:8]([C:9]([CH2:14][N:15]([C:34]([O:36][C:37]([CH3:40])([CH3:39])[CH3:38])=[O:33])[C:16]3[CH:17]=[CH:18][C:19]([N:22]4[CH2:27][CH2:26][O:25][CH2:24][CH2:23]4)=[CH:20][CH:21]=3)=[CH:10][NH:11]2)=[CH:7][CH:6]=1)=[O:4]. The yield is 0.790. (2) The reactants are [OH:1][C:2]1[CH:11]=[C:10]([OH:12])[C:9]([C:13](=[O:16])[CH2:14][CH3:15])=[C:8]2[C:3]=1[C:4]([CH2:18][CH2:19][CH3:20])=[CH:5][C:6](=[O:17])[O:7]2.[CH3:21][C:22]([CH3:26])=[CH:23][CH:24]=O. The catalyst is N1C=CC=CC=1. The product is [OH:12][C:10]1[C:11]2[CH:24]=[CH:23][C:22]([CH3:26])([CH3:21])[O:1][C:2]=2[C:3]2[C:4]([CH2:18][CH2:19][CH3:20])=[CH:5][C:6](=[O:17])[O:7][C:8]=2[C:9]=1[C:13](=[O:16])[CH2:14][CH3:15]. The yield is 0.940. (3) The catalyst is CN(C)C=O.O. The reactants are Br[CH2:2][CH2:3][CH2:4][CH2:5][CH2:6][CH:7]1[O:11][CH2:10][CH2:9][O:8]1.[OH:12][C:13]1[CH:20]=[CH:19][C:16]([CH:17]=[O:18])=[CH:15][CH:14]=1.C(=O)([O-])[O-].[K+].[K+]. The yield is 0.360. The product is [O:8]1[CH2:9][CH2:10][O:11][CH:7]1[CH2:6][CH2:5][CH2:4][CH2:3][CH2:2][O:12][C:13]1[CH:20]=[CH:19][C:16]([CH:17]=[O:18])=[CH:15][CH:14]=1. (4) The reactants are [CH3:1]C[O-].[Na+].[O:5]1[CH:9]=[CH:8][CH:7]=[C:6]1C=O.[C:12]([O:21]CC)(=[O:20])[CH2:13][CH2:14][C:15]([O:17][CH2:18][CH3:19])=[O:16]. The catalyst is C(O)C. The product is [CH2:18]([O:17][C:15]([C:14](=[CH:1][C:8]1[CH:7]=[CH:6][O:5][CH:9]=1)[CH2:13][C:12]([OH:21])=[O:20])=[O:16])[CH3:19]. The yield is 0.490. (5) The reactants are F[C:2]1[CH:7]=[C:6]([F:8])[CH:5]=[CH:4][C:3]=1[N+:9]([O-:11])=[O:10].[CH2:12](N(CC)CC)[CH3:13].C([CH:21]([SH:25])[C:22]([O-:24])=[O:23])C.CCCCCC.ClCCl. The catalyst is ClCCl. The product is [CH2:12]([O:24][C:22](=[O:23])[CH2:21][S:25][C:2]1[CH:7]=[C:6]([F:8])[CH:5]=[CH:4][C:3]=1[N+:9]([O-:11])=[O:10])[CH3:13]. The yield is 0.740. (6) The reactants are [C:1]([Br:5])(Br)(Br)[Br:2].C1(P(C2C=CC=CC=2)C2C=CC=CC=2)C=CC=CC=1.[CH:25]1([O:31][CH2:32][CH2:33][CH:34]=O)[CH2:30][CH2:29][CH2:28][CH2:27][CH2:26]1. The catalyst is ClCCl. The product is [CH:25]1([O:31][CH2:32][CH2:33][CH:34]=[C:1]([Br:5])[Br:2])[CH2:30][CH2:29][CH2:28][CH2:27][CH2:26]1. The yield is 0.550.